Dataset: Full USPTO retrosynthesis dataset with 1.9M reactions from patents (1976-2016). Task: Predict the reactants needed to synthesize the given product. Given the product [O:51]1[CH:52]=[CH:53][C:49]([NH:48][C:44]([NH:18][C:17]2[CH:19]=[CH:20][C:14]([C:12]3[N:13]=[C:8]([N:7]4[CH2:6][CH2:5][O:4][CH2:3][C@@H:2]4[CH3:1])[C:9]4[CH2:24][CH2:23][N:22]([C:25]5[N:26]=[CH:27][CH:28]=[CH:29][N:30]=5)[CH2:21][C:10]=4[N:11]=3)=[CH:15][CH:16]=2)=[O:45])=[N:50]1, predict the reactants needed to synthesize it. The reactants are: [CH3:1][C@@H:2]1[N:7]([C:8]2[C:9]3[CH2:24][CH2:23][N:22]([C:25]4[N:30]=[CH:29][CH:28]=[CH:27][N:26]=4)[CH2:21][C:10]=3[N:11]=[C:12]([C:14]3[CH:20]=[CH:19][C:17]([NH2:18])=[CH:16][CH:15]=3)[N:13]=2)[CH2:6][CH2:5][O:4][CH2:3]1.O1CCOCC1.C(N(CC)CC)C.[C:44](Cl)(Cl)=[O:45].[NH2:48][C:49]1[CH:53]=[CH:52][O:51][N:50]=1.